Dataset: Full USPTO retrosynthesis dataset with 1.9M reactions from patents (1976-2016). Task: Predict the reactants needed to synthesize the given product. (1) Given the product [C:13]([O:17][C:18](=[O:21])[CH2:19][O:10][CH2:9][C:3]1[CH:4]=[CH:5][CH:6]=[C:7]([CH3:8])[C:2]=1[I:1])([CH3:16])([CH3:15])[CH3:14], predict the reactants needed to synthesize it. The reactants are: [I:1][C:2]1[C:7]([CH3:8])=[CH:6][CH:5]=[CH:4][C:3]=1[CH2:9][OH:10].[H-].[Na+].[C:13]([O:17][C:18](=[O:21])[CH2:19]Br)([CH3:16])([CH3:15])[CH3:14]. (2) Given the product [CH3:20][O:19][C:11]1[N:10]=[C:9]([NH2:8])[CH:14]=[CH:13][C:12]=1[C:15]([F:18])([F:16])[F:17], predict the reactants needed to synthesize it. The reactants are: C([N:8](CC1C=CC=CC=1)[C:9]1[CH:14]=[CH:13][C:12]([C:15]([F:18])([F:17])[F:16])=[C:11]([O:19][CH3:20])[N:10]=1)C1C=CC=CC=1. (3) Given the product [N:21]1([CH2:26][CH2:27][NH:28][C:29]([C:31]2[C:35]([CH3:36])=[C:34]([CH:37]=[C:11]3[C:10]4[C:14](=[CH:15][CH:16]=[CH:17][C:9]=4[C:5]4[CH:6]=[CH:7][CH:8]=[C:3]([C:2]([F:1])([F:19])[F:20])[CH:4]=4)[NH:13][C:12]3=[O:18])[NH:33][C:32]=2[CH3:39])=[O:30])[CH:25]=[CH:24][N:23]=[N:22]1, predict the reactants needed to synthesize it. The reactants are: [F:1][C:2]([F:20])([F:19])[C:3]1[CH:4]=[C:5]([C:9]2[CH:17]=[CH:16][CH:15]=[C:14]3[C:10]=2[CH2:11][C:12](=[O:18])[NH:13]3)[CH:6]=[CH:7][CH:8]=1.[N:21]1([CH2:26][CH2:27][NH:28][C:29]([C:31]2[C:35]([CH3:36])=[C:34]([CH:37]=O)[NH:33][C:32]=2[CH3:39])=[O:30])[CH:25]=[CH:24][N:23]=[N:22]1. (4) Given the product [CH:9]1(/[CH:14]=[C:15](\[C:2]2[CH:7]=[N:6][C:5]([F:8])=[CH:4][CH:3]=2)/[C:16]([O:18][CH3:19])=[O:17])[CH2:13][CH2:12][CH2:11][CH2:10]1, predict the reactants needed to synthesize it. The reactants are: Br[C:2]1[CH:3]=[CH:4][C:5]([F:8])=[N:6][CH:7]=1.[CH:9]1(/[CH:14]=[C:15](\I)/[C:16]([O:18][CH3:19])=[O:17])[CH2:13][CH2:12][CH2:11][CH2:10]1. (5) Given the product [Cl:17][C:18]1[CH:23]=[N:22][C:21]([CH3:24])=[C:20]([CH:19]=1)[C:25]([NH:27][C@H:28]1[CH2:29][CH2:30][C@H:31]([CH2:34][N:7]2[C:8]3[CH:13]=[CH:12][CH:11]=[CH:10][C:9]=3[N:5]([CH2:1][CH:2]([CH3:3])[CH3:4])[C:6]2=[O:14])[CH2:32][CH2:33]1)=[O:26], predict the reactants needed to synthesize it. The reactants are: [CH2:1]([N:5]1[C:9]2[CH:10]=[CH:11][CH:12]=[CH:13][C:8]=2[NH:7][C:6]1=[O:14])[CH:2]([CH3:4])[CH3:3].[H-].[Na+].[Cl:17][C:18]1[CH:19]=[C:20]([C:25]([NH:27][C@H:28]2[CH2:33][CH2:32][C@H:31]([CH2:34]OS(C)(=O)=O)[CH2:30][CH2:29]2)=[O:26])[C:21]([CH3:24])=[N:22][CH:23]=1. (6) Given the product [CH2:8]([O:10][CH2:11][CH2:12][O:13][C:14]1[N:22]=[C:21]2[C:17]([N:18]=[C:19]([O:23][CH3:24])[N:20]2[CH2:37][CH:38]2[CH2:43][CH2:42][CH2:41][O:40][CH2:39]2)=[C:16]([NH2:25])[N:15]=1)[CH3:9], predict the reactants needed to synthesize it. The reactants are: FC(F)(F)C(O)=O.[CH2:8]([O:10][CH2:11][CH2:12][O:13][C:14]1[N:22]=[C:21]2[C:17]([N:18]=[C:19]([O:23][CH3:24])[NH:20]2)=[C:16]([NH2:25])[N:15]=1)[CH3:9].C(=O)([O-])[O-].[K+].[K+].CS(O[CH2:37][CH:38]1[CH2:43][CH2:42][CH2:41][O:40][CH2:39]1)(=O)=O. (7) Given the product [F:12][C:11]([F:14])([F:13])[C:9]1[CH:8]=[C:7]2[C:3]([CH:4]=[N:5][NH:6]2)=[C:2]([C:23]2[CH:24]=[C:19]([S:15]([NH2:16])(=[O:18])=[O:17])[CH:20]=[CH:21][CH:22]=2)[CH:10]=1, predict the reactants needed to synthesize it. The reactants are: Br[C:2]1[CH:10]=[C:9]([C:11]([F:14])([F:13])[F:12])[CH:8]=[C:7]2[C:3]=1[CH:4]=[N:5][NH:6]2.[S:15]([C:19]1[CH:20]=[C:21](B(O)O)[CH:22]=[CH:23][CH:24]=1)(=[O:18])(=[O:17])[NH2:16].C(=O)(O)[O-].[Na+]. (8) Given the product [F:18][C:13]1[CH:12]=[C:11]([CH2:10][C@@H:9]([NH:8][C:6](=[O:7])[O:5][C:1]([CH3:2])([CH3:3])[CH3:4])[C:19]([N:56]2[CH2:57][CH2:58][CH:53]([N:44]3[N:43]=[C:42]([C:36]4[CH:37]=[CH:38][C:39]([O:40][CH3:41])=[C:34]([O:33][CH3:32])[CH:35]=4)[C@@H:51]4[C@@H:46]([CH2:47][CH2:48][CH2:49][CH2:50]4)[C:45]3=[O:52])[CH2:54][CH2:55]2)=[O:21])[CH:16]=[CH:15][C:14]=1[F:17], predict the reactants needed to synthesize it. The reactants are: [C:1]([O:5][C:6]([NH:8][C@@H:9]([C:19]([OH:21])=O)[CH2:10][C:11]1[CH:16]=[CH:15][C:14]([F:17])=[C:13]([F:18])[CH:12]=1)=[O:7])([CH3:4])([CH3:3])[CH3:2].CCN(C(C)C)C(C)C.Cl.[CH3:32][O:33][C:34]1[CH:35]=[C:36]([C:42]2[C@@H:51]3[C@@H:46]([CH2:47][CH2:48][CH2:49][CH2:50]3)[C:45](=[O:52])[N:44]([CH:53]3[CH2:58][CH2:57][NH:56][CH2:55][CH2:54]3)[N:43]=2)[CH:37]=[CH:38][C:39]=1[O:40][CH3:41].CCOC(C(C#N)=NOC(N1CCOCC1)=[N+](C)C)=O.F[P-](F)(F)(F)(F)F.C(=O)(O)[O-].[Na+].